From a dataset of NCI-60 drug combinations with 297,098 pairs across 59 cell lines. Regression. Given two drug SMILES strings and cell line genomic features, predict the synergy score measuring deviation from expected non-interaction effect. (1) Drug 1: C1=NC2=C(N1)C(=S)N=CN2. Drug 2: CN(CCCl)CCCl.Cl. Cell line: CCRF-CEM. Synergy scores: CSS=63.4, Synergy_ZIP=-3.41, Synergy_Bliss=-4.16, Synergy_Loewe=-10.1, Synergy_HSA=-2.17. (2) Drug 1: CN(C)C1=NC(=NC(=N1)N(C)C)N(C)C. Drug 2: CC1=C(C=C(C=C1)C(=O)NC2=CC(=CC(=C2)C(F)(F)F)N3C=C(N=C3)C)NC4=NC=CC(=N4)C5=CN=CC=C5. Cell line: RXF 393. Synergy scores: CSS=0.650, Synergy_ZIP=1.79, Synergy_Bliss=4.36, Synergy_Loewe=-2.47, Synergy_HSA=-0.392.